Task: Regression. Given two drug SMILES strings and cell line genomic features, predict the synergy score measuring deviation from expected non-interaction effect.. Dataset: NCI-60 drug combinations with 297,098 pairs across 59 cell lines Drug 1: CC12CCC(CC1=CCC3C2CCC4(C3CC=C4C5=CN=CC=C5)C)O. Drug 2: CC1=C(C(=CC=C1)Cl)NC(=O)C2=CN=C(S2)NC3=CC(=NC(=N3)C)N4CCN(CC4)CCO. Cell line: SF-539. Synergy scores: CSS=17.1, Synergy_ZIP=-0.925, Synergy_Bliss=-0.0558, Synergy_Loewe=-4.59, Synergy_HSA=2.04.